This data is from Forward reaction prediction with 1.9M reactions from USPTO patents (1976-2016). The task is: Predict the product of the given reaction. (1) Given the reactants CC([O-])(C)C.[K+].C([O:9][C:10](=[O:13])[CH2:11][SH:12])C.Cl[CH:15]=[C:16]([CH2:20][CH:21]([CH3:23])[CH3:22])[C:17](=O)[CH3:18].CC[O-].[Na+], predict the reaction product. The product is: [CH2:20]([C:16]1[C:17]([CH3:18])=[C:11]([C:10]([OH:9])=[O:13])[S:12][CH:15]=1)[CH:21]([CH3:23])[CH3:22]. (2) Given the reactants [Br:1][C:2]1[CH:3]=[N:4][CH:5]=[C:6]([CH:9]=1)[CH:7]=O.Cl.[CH3:11][NH:12][CH3:13].ClCCCl.C(O[BH-](OC(=O)C)OC(=O)C)(=O)C.[Na+], predict the reaction product. The product is: [Br:1][C:2]1[CH:9]=[C:6]([CH2:7][N:12]([CH3:13])[CH3:11])[CH:5]=[N:4][CH:3]=1. (3) Given the reactants [Cl:1][C:2]1[CH:3]=[C:4]2[C:8](=[CH:9][C:10]=1[Cl:11])[C:7](=[O:12])[O:6][CH2:5]2.[Br:13]NC(=O)CCC(N)=O.C(OOC(=O)C1C=CC=CC=1)(=O)C1C=CC=CC=1, predict the reaction product. The product is: [Br:13][CH:5]1[C:4]2[C:8](=[CH:9][C:10]([Cl:11])=[C:2]([Cl:1])[CH:3]=2)[C:7](=[O:12])[O:6]1. (4) The product is: [Br:10][C:11]1[CH:16]=[C:15]([CH3:17])[C:14]([S:18]([N:21]2[CH2:26][CH2:25][CH2:24][CH2:23][CH:22]2[CH2:27][O:28][CH2:2][C:3]([O:5][C:6]([CH3:9])([CH3:8])[CH3:7])=[O:4])(=[O:19])=[O:20])=[C:13]([CH3:29])[CH:12]=1. Given the reactants Br[CH2:2][C:3]([O:5][C:6]([CH3:9])([CH3:8])[CH3:7])=[O:4].[Br:10][C:11]1[CH:16]=[C:15]([CH3:17])[C:14]([S:18]([N:21]2[CH2:26][CH2:25][CH2:24][CH2:23][CH:22]2[CH2:27][OH:28])(=[O:20])=[O:19])=[C:13]([CH3:29])[CH:12]=1.CCOC(C)=O.CCCCCC, predict the reaction product. (5) The product is: [CH2:19]([C:4]1([CH2:3][CH3:2])[C:9]2[NH:10][C:11]3[C:16]([C:8]=2[CH2:7][CH2:6][O:5]1)=[CH:15][CH:14]=[CH:13][C:12]=3[CH2:17][CH3:18])[CH3:20]. Given the reactants Cl[CH2:2][CH2:3][C:4]1([CH2:19][CH3:20])[C:9]2[NH:10][C:11]3[C:16]([C:8]=2[CH2:7][CH2:6][O:5]1)=[CH:15][CH:14]=[CH:13][C:12]=3[CH2:17][CH3:18].[SnH](CCCC)(CCCC)CCCC, predict the reaction product.